From a dataset of Forward reaction prediction with 1.9M reactions from USPTO patents (1976-2016). Predict the product of the given reaction. Given the reactants COC([C:5]1[N:6]=[C:7]([C:23]#[N:24])[C:8]2[C:13]([C:14]=1[OH:15])=[CH:12][CH:11]=[C:10]([O:16][C:17]1[CH:22]=[CH:21][CH:20]=[CH:19][CH:18]=1)[CH:9]=2)=O.[CH3:25][O-:26].[Na+].[CH3:28][OH:29].Cl.[CH3:31][OH:32], predict the reaction product. The product is: [CH3:25][O:26][C:31](=[O:32])[C:13]([CH3:8])([CH3:12])[CH2:14][CH2:5][NH:6][C:28]([C:5]1[N:6]=[C:7]([C:23]#[N:24])[C:8]2[C:13]([C:14]=1[OH:15])=[CH:12][CH:11]=[C:10]([O:16][C:17]1[CH:22]=[CH:21][CH:20]=[CH:19][CH:18]=1)[CH:9]=2)=[O:29].